Dataset: Full USPTO retrosynthesis dataset with 1.9M reactions from patents (1976-2016). Task: Predict the reactants needed to synthesize the given product. Given the product [CH3:29][O:30][C:31]1[CH:32]=[C:33]([CH:57]=[CH:58][CH:59]=1)[CH2:34][CH2:35][N:36]1[CH2:44][C:43]2[C:38](=[CH:39][CH:40]=[CH:41][C:42]=2[CH2:45][CH2:46][C:47]2[CH:48]=[CH:49][C:50]([C:51]([OH:53])=[O:52])=[CH:55][CH:56]=2)[CH2:37]1, predict the reactants needed to synthesize it. The reactants are: FC1C=C(C=CC=1)CN1C2C(=CC=CC=2CCC2C=CC(C(O)=O)=CC=2)CC1.[CH3:29][O:30][C:31]1[CH:32]=[C:33]([CH:57]=[CH:58][CH:59]=1)[CH2:34][CH2:35][N:36]1[CH2:44][C:43]2[C:38](=[CH:39][CH:40]=[CH:41][C:42]=2[CH2:45][CH2:46][C:47]2[CH:56]=[CH:55][C:50]([C:51]([O:53]C)=[O:52])=[CH:49][CH:48]=2)[CH2:37]1.[Li+].[OH-].